Dataset: Reaction yield outcomes from USPTO patents with 853,638 reactions. Task: Predict the reaction yield, written as a fraction of the theoretical maximum amount of product (1.0 means a 100% yield; for example, 0.34 means a 34% yield). (1) The reactants are [CH3:1][O:2][C:3]1[N:8]=[CH:7][C:6]([CH2:9][OH:10])=[CH:5][CH:4]=1. The catalyst is C(Cl)Cl. The product is [CH3:1][O:2][C:3]1[CH:4]=[CH:5][C:6]([CH:9]=[O:10])=[CH:7][N:8]=1. The yield is 0.610. (2) The reactants are [OH:1][CH:2]1[CH2:6][CH2:5][CH:4]([C:7]2[N:12]=[C:11]3[CH2:13][CH2:14][CH2:15][C:10]3=[C:9]([NH:16][C:17]3[CH:22]=[CH:21][C:20]([CH2:23][C:24]([O:26]CC)=O)=[CH:19][CH:18]=3)[CH:8]=2)[CH2:3]1.[NH3:29]. The catalyst is CO. The product is [OH:1][CH:2]1[CH2:6][CH2:5][CH:4]([C:7]2[N:12]=[C:11]3[CH2:13][CH2:14][CH2:15][C:10]3=[C:9]([NH:16][C:17]3[CH:18]=[CH:19][C:20]([CH2:23][C:24]([NH2:29])=[O:26])=[CH:21][CH:22]=3)[CH:8]=2)[CH2:3]1. The yield is 0.250. (3) The reactants are C(N(CC)CC)C.[C:8]1([N:14]=[C:15]=[O:16])[CH:13]=[CH:12][CH:11]=[CH:10][CH:9]=1.[CH3:17][C:18]1[NH:22][N:21]=[C:20]([O:23][C:24]2[CH:29]=[CH:28][CH:27]=[CH:26][C:25]=2[C:30]([F:33])([F:32])[F:31])[CH:19]=1.Cl. The catalyst is C(OCC)(=O)C. The product is [C:8]1([NH:14][C:15]([N:22]2[C:18]([CH3:17])=[CH:19][C:20]([O:23][C:24]3[CH:29]=[CH:28][CH:27]=[CH:26][C:25]=3[C:30]([F:31])([F:32])[F:33])=[N:21]2)=[O:16])[CH:13]=[CH:12][CH:11]=[CH:10][CH:9]=1. The yield is 0.875.